Dataset: Full USPTO retrosynthesis dataset with 1.9M reactions from patents (1976-2016). Task: Predict the reactants needed to synthesize the given product. (1) Given the product [C:19]([O:18][C:16]([N:13]1[CH2:14][CH2:15][CH:10]([N:9]([CH2:24][C:25]2[CH:30]=[CH:29][N:28]=[C:27]([C:31]3[CH:36]=[CH:35][C:34]([O:37][CH2:38][CH3:39])=[CH:33][CH:32]=3)[CH:26]=2)[C:6]2[CH:5]=[CH:4][C:3]([O:2][CH3:1])=[CH:8][CH:7]=2)[CH2:11][CH2:12]1)=[O:17])([CH3:22])([CH3:21])[CH3:20], predict the reactants needed to synthesize it. The reactants are: [CH3:1][O:2][C:3]1[CH:8]=[CH:7][C:6]([NH:9][CH:10]2[CH2:15][CH2:14][N:13]([C:16]([O:18][C:19]([CH3:22])([CH3:21])[CH3:20])=[O:17])[CH2:12][CH2:11]2)=[CH:5][CH:4]=1.Cl[CH2:24][C:25]1[CH:30]=[CH:29][N:28]=[C:27]([C:31]2[CH:36]=[CH:35][C:34]([O:37][CH2:38][CH3:39])=[CH:33][CH:32]=2)[CH:26]=1. (2) Given the product [Cl:13][C:11]1[N:12]=[C:8]([C:5]2[CH:4]=[CH:3][C:2]([NH:1][C:36](=[O:38])[CH3:37])=[CH:7][CH:6]=2)[NH:9][C:10]=1[C@H:14]1[N:22]2[C:17](=[CH:18][C:19]([C:24]3[CH:29]=[C:28]([Cl:30])[CH:27]=[CH:26][C:25]=3[N:31]3[CH:35]=[N:34][N:33]=[N:32]3)=[CH:20][C:21]2=[O:23])[CH2:16][CH2:15]1, predict the reactants needed to synthesize it. The reactants are: [NH2:1][C:2]1[CH:7]=[CH:6][C:5]([C:8]2[NH:9][C:10]([C@H:14]3[N:22]4[C:17](=[CH:18][C:19]([C:24]5[CH:29]=[C:28]([Cl:30])[CH:27]=[CH:26][C:25]=5[N:31]5[CH:35]=[N:34][N:33]=[N:32]5)=[CH:20][C:21]4=[O:23])[CH2:16][CH2:15]3)=[C:11]([Cl:13])[N:12]=2)=[CH:4][CH:3]=1.[C:36](Cl)(=[O:38])[CH3:37]. (3) The reactants are: C(O)(C(F)(F)F)=O.[NH:8]1[C:12]2[CH:13]=[CH:14][CH:15]=[CH:16][C:11]=2[N:10]=[C:9]1[C:17]1[C:25]2[C:20](=[CH:21][CH:22]=[C:23]([C:26]3[CH:31]=[CH:30][C:29]([C:32]([CH3:36])([CH3:35])[C:33]#[N:34])=[CH:28][CH:27]=3)[CH:24]=2)[N:19](C2CCCCO2)[N:18]=1. Given the product [NH:10]1[C:11]2[CH:16]=[CH:15][CH:14]=[CH:13][C:12]=2[N:8]=[C:9]1[C:17]1[C:25]2[C:20](=[CH:21][CH:22]=[C:23]([C:26]3[CH:31]=[CH:30][C:29]([C:32]([CH3:36])([CH3:35])[C:33]#[N:34])=[CH:28][CH:27]=3)[CH:24]=2)[NH:19][N:18]=1, predict the reactants needed to synthesize it. (4) Given the product [CH3:8][O:9][CH2:10][CH2:11][N:12]1[CH:6]([C:2]2[S:1][CH:5]=[CH:4][CH:3]=2)[CH:14]([C:13]([NH:35][C:34]2[CH:33]=[CH:32][C:31]([C:27]3[N:26]([CH3:25])[CH:30]=[N:29][N:28]=3)=[CH:37][CH:36]=2)=[O:24])[C:15]2[C:16](=[CH:20][CH:21]=[CH:22][CH:23]=2)[C:17]1=[O:19], predict the reactants needed to synthesize it. The reactants are: [S:1]1[CH:5]=[CH:4][CH:3]=[C:2]1[CH:6]=O.[CH3:8][O:9][CH2:10][CH2:11][NH2:12].[C:13]1(=[O:24])[O:19][C:17](=O)[C:16]2=[CH:20][CH:21]=[CH:22][CH:23]=[C:15]2[CH2:14]1.[CH3:25][N:26]1[CH:30]=[N:29][N:28]=[C:27]1[C:31]1[CH:37]=[CH:36][C:34]([NH2:35])=[CH:33][CH:32]=1. (5) Given the product [Fe:41].[CH3:23][C:24]([O:15][C:13]([CH3:12])=[O:14])=[O:25].[CH3:12][C:13]([OH:15])=[O:14], predict the reactants needed to synthesize it. The reactants are: [F-].[K+].I(C1C=C(C=CC=1[N+]([O-])=O)C(N[CH2:12][C:13]([O-:15])=[O:14])=O)(=O)=O.[K+].[CH2:23]1OCCOCCOCCOCCOCC[O:25][CH2:24]1.[Fe:41].